Dataset: Reaction yield outcomes from USPTO patents with 853,638 reactions. Task: Predict the reaction yield, written as a fraction of the theoretical maximum amount of product (1.0 means a 100% yield; for example, 0.34 means a 34% yield). (1) The product is [OH:32][C@@H:29]1[CH2:30][CH2:31][N:27]([C:25]([C:23]2[S:24][C:17]3[C:18](=[N:19][CH:20]=[CH:21][C:16]=3[O:1][C:2]3[CH:3]=[CH:4][C:5]4[C:9]([C:10]([OH:12])=[O:11])=[C:8]([CH3:13])[S:7][C:6]=4[CH:14]=3)[CH:22]=2)=[O:26])[CH2:28]1. The reactants are [OH:1][C:2]1[CH:3]=[CH:4][C:5]2[C:9]([C:10]([O-:12])=[O:11])=[C:8]([CH3:13])[S:7][C:6]=2[CH:14]=1.Cl[C:16]1[CH:21]=[CH:20][N:19]=[C:18]2[CH:22]=[C:23]([C:25]([N:27]3[CH2:31][CH2:30][C@@H:29]([OH:32])[CH2:28]3)=[O:26])[S:24][C:17]=12.C([O-])([O-])=O.[Cs+].[Cs+].O[Li].O. No catalyst specified. The yield is 0.450. (2) The product is [Br:1][C:2]1[CH:7]=[C:6]([CH:5]=[C:4]([CH:11]([F:12])[F:13])[CH:3]=1)[NH2:8]. The yield is 0.820. The catalyst is C(O)C.O.C(OCC)(=O)C.[Fe]. The reactants are [Br:1][C:2]1[CH:7]=[C:6]([N+:8]([O-])=O)[CH:5]=[C:4]([CH:11]([F:13])[F:12])[CH:3]=1.[NH4+].[Cl-].